Dataset: Catalyst prediction with 721,799 reactions and 888 catalyst types from USPTO. Task: Predict which catalyst facilitates the given reaction. (1) Reactant: [CH2:1]([O:8][C:9]1([C:12]2[CH:17]=[CH:16][C:15]([C:18]#[C:19][C:20]3[CH:25]=[CH:24][C:23]([CH2:26][C:27]([O:29]C)=[O:28])=[CH:22][CH:21]=3)=[CH:14][C:13]=2[CH3:31])[CH2:11][CH2:10]1)[C:2]1[CH:7]=[CH:6][CH:5]=[CH:4][CH:3]=1.[OH-].[Na+]. Product: [CH2:1]([O:8][C:9]1([C:12]2[CH:17]=[CH:16][C:15]([C:18]#[C:19][C:20]3[CH:21]=[CH:22][C:23]([CH2:26][C:27]([OH:29])=[O:28])=[CH:24][CH:25]=3)=[CH:14][C:13]=2[CH3:31])[CH2:10][CH2:11]1)[C:2]1[CH:3]=[CH:4][CH:5]=[CH:6][CH:7]=1. The catalyst class is: 199. (2) Reactant: [Cl:1][C:2]1[CH:3]=[C:4]([NH:23][CH:24](SC)[NH:25][C:26]#[N:27])[CH:5]=[C:6]([C:19]([F:22])([F:21])[F:20])[C:7]=1[C:8]1[CH:18]=[CH:17][C:11]2[O:12][CH2:13][C:14](=[O:16])[NH:15][C:10]=2[CH:9]=1.[NH2:30][NH2:31]. Product: [NH2:27][C:26]1[NH:31][N:30]=[C:24]([NH:23][C:4]2[CH:5]=[C:6]([C:19]([F:21])([F:20])[F:22])[C:7]([C:8]3[CH:18]=[CH:17][C:11]4[O:12][CH2:13][C:14](=[O:16])[NH:15][C:10]=4[CH:9]=3)=[C:2]([Cl:1])[CH:3]=2)[N:25]=1. The catalyst class is: 8. (3) Reactant: [CH3:1][C:2]1[O:6][C:5]([C:7]2[CH:12]=[CH:11][CH:10]=[CH:9][CH:8]=2)=[N:4][C:3]=1[CH2:13][O:14][C:15]1[CH:16]=[C:17]([CH2:21][OH:22])[CH:18]=[CH:19][CH:20]=1.O[C:24]1[CH:25]=[N:26][CH:27]=[C:28]([CH:33]=1)[C:29]([O:31][CH3:32])=[O:30].C(P(CCCC)CCCC)CCC.N(C(N1CCCCC1)=O)=NC(N1CCCCC1)=O. Product: [CH3:1][C:2]1[O:6][C:5]([C:7]2[CH:8]=[CH:9][CH:10]=[CH:11][CH:12]=2)=[N:4][C:3]=1[CH2:13][O:14][C:15]1[CH:16]=[C:17]([CH:18]=[CH:19][CH:20]=1)[CH2:21][O:22][C:24]1[CH:25]=[N:26][CH:27]=[C:28]([CH:33]=1)[C:29]([O:31][CH3:32])=[O:30]. The catalyst class is: 7. (4) Reactant: [Cl:1][C:2]1[CH:3]=[C:4]([CH:6]=[C:7]([F:9])[CH:8]=1)[NH2:5].[Br:10]N1C(=O)CCC1=O. Product: [Br:10][C:8]1[C:7]([F:9])=[CH:6][C:4]([NH2:5])=[CH:3][C:2]=1[Cl:1]. The catalyst class is: 23. (5) Reactant: CC(OI1(OC(C)=O)(OC(C)=O)OC(=O)C2C1=CC=CC=2)=O.[C:23]([C:27]1[O:28][C:29]([CH2:36][OH:37])=[CH:30][C:31]=1[S:32]([NH2:35])(=[O:34])=[O:33])([CH3:26])([CH3:25])[CH3:24].S([O-])([O-])(=O)=S.[Na+].[Na+]. Product: [C:23]([C:27]1[O:28][C:29]([CH:36]=[O:37])=[CH:30][C:31]=1[S:32]([NH2:35])(=[O:34])=[O:33])([CH3:26])([CH3:24])[CH3:25]. The catalyst class is: 2. (6) Reactant: [Li+].[CH3:2][CH2:3][CH2:4][CH2-:5].Br[C:7]1[CH:8]=[CH:9][CH:10]=[C:11]2[C:16]=1[N:15]=[CH:14][CH:13]=[CH:12]2.[N:17]([P:20](Cl)Cl)([CH3:19])[CH3:18]. Product: [N:15]1[C:14]2[C:5](=[CH:10][CH:11]=[CH:12][C:13]=2[P:20]([C:7]2[CH:8]=[CH:9][CH:10]=[C:11]3[C:16]=2[N:15]=[CH:14][CH:13]=[CH:12]3)[N:17]([CH3:19])[CH3:18])[CH:4]=[CH:3][CH:2]=1. The catalyst class is: 1.